The task is: Binary Classification. Given a drug SMILES string, predict its activity (active/inactive) in a high-throughput screening assay against a specified biological target.. This data is from HIV replication inhibition screening data with 41,000+ compounds from the AIDS Antiviral Screen. (1) The molecule is C=CCOc1cc2c(c3oc(=O)cc(CCC)c13)C(O)C(C)C(C)O2. The result is 1 (active). (2) The result is 0 (inactive). The molecule is Cl.Cn1ccnc1CCc1c(Cl)cccc1Cl. (3) The drug is CN(C)CC1CCC(CN(C)C)C(=O)C1=O.Cl. The result is 0 (inactive). (4) The drug is O=C1C=C(O)C(=Cc2c(O)cc(O)cc2O)C(O)=C1. The result is 0 (inactive). (5) The molecule is COc1ccccc1NC(=S)NN=Cc1ccccn1. The result is 0 (inactive). (6) The compound is Cc1nonc1C(=O)NN. The result is 0 (inactive). (7) The compound is Cc1cc(NCCCCCCNc2cc(C)nc3cc(N(C)C)ccc23)c2ccc(N(C)C)cc2n1. The result is 0 (inactive).